From a dataset of Forward reaction prediction with 1.9M reactions from USPTO patents (1976-2016). Predict the product of the given reaction. Given the reactants I[C:2]1[C:10]2[N:9]=[CH:8][NH:7][C:6]=2[CH:5]=[C:4]([C:11]2[C:12]([CH3:17])=[N:13][O:14][C:15]=2[CH3:16])[CH:3]=1.[CH3:18][C:19]1[C:20](B(O)O)=[C:21]2[C:26](=[CH:27][CH:28]=1)[N:25]=[CH:24][CH:23]=[CH:22]2.C([O-])([O-])=O.[Cs+].[Cs+], predict the reaction product. The product is: [CH3:17][C:12]1[C:11]([C:4]2[CH:3]=[C:2]([C:20]3[C:19]([CH3:18])=[CH:28][CH:27]=[C:26]4[C:21]=3[CH:22]=[CH:23][CH:24]=[N:25]4)[C:10]3[N:9]=[CH:8][NH:7][C:6]=3[CH:5]=2)=[C:15]([CH3:16])[O:14][N:13]=1.